Dataset: Full USPTO retrosynthesis dataset with 1.9M reactions from patents (1976-2016). Task: Predict the reactants needed to synthesize the given product. (1) Given the product [CH3:26][O:25][C:20]([C@@H:21]([O:18][C:17]([C:9]1[NH:10][C:11]2[C:16]([C:8]=1[NH:7][C:4]1[CH:5]=[CH:6][N:1]=[CH:2][CH:3]=1)=[CH:15][CH:14]=[CH:13][CH:12]=2)=[O:19])[CH3:23])=[O:24], predict the reactants needed to synthesize it. The reactants are: [N:1]1[CH:6]=[CH:5][C:4]([NH:7][C:8]2[C:16]3[C:11](=[CH:12][CH:13]=[CH:14][CH:15]=3)[NH:10][C:9]=2[C:17]([OH:19])=[O:18])=[CH:3][CH:2]=1.[C:20]([O:25][CH3:26])(=[O:24])[C@H:21]([CH3:23])O.CN1CCOCC1.F[P-](F)(F)(F)(F)F.N1(O[P+](N(C)C)(N(C)C)N(C)C)C2C=CC=CC=2N=N1. (2) Given the product [CH3:30][C:29]1([CH2:31][OH:9])[CH2:28][C:22]2[C:23]([CH3:27])=[CH:24][C:25]([CH3:26])=[C:20]([CH3:19])[C:21]=2[O:32]1, predict the reactants needed to synthesize it. The reactants are: ClC1C=CC=C(C(OO)=[O:9])C=1.C1(C)C=CC=CC=1.[CH3:19][C:20]1[C:25]([CH3:26])=[CH:24][C:23]([CH3:27])=[C:22]([CH2:28][C:29]([CH3:31])=[CH2:30])[C:21]=1[OH:32].O. (3) Given the product [Br:1][C:2]1[CH:7]=[C:6]([CH:5]=[C:4]([CH:11]([F:12])[F:13])[CH:3]=1)[NH2:8], predict the reactants needed to synthesize it. The reactants are: [Br:1][C:2]1[CH:7]=[C:6]([N+:8]([O-])=O)[CH:5]=[C:4]([CH:11]([F:13])[F:12])[CH:3]=1.[Cl-].[NH4+]. (4) Given the product [Br:25][C:26]1[CH:27]=[C:28]([CH:32]=[CH:33][CH:34]=1)[C:29]([NH:1][C:2]1[CH:7]=[CH:6][C:5]2=[N:8][C:9]([C:11]3[CH:12]=[CH:13][C:14]([CH3:24])=[C:15]([NH:17][C:18](=[O:23])[C:19]([CH3:20])([CH3:21])[CH3:22])[CH:16]=3)=[CH:10][N:4]2[N:3]=1)=[O:30], predict the reactants needed to synthesize it. The reactants are: [NH2:1][C:2]1[CH:7]=[CH:6][C:5]2=[N:8][C:9]([C:11]3[CH:12]=[CH:13][C:14]([CH3:24])=[C:15]([NH:17][C:18](=[O:23])[C:19]([CH3:22])([CH3:21])[CH3:20])[CH:16]=3)=[CH:10][N:4]2[N:3]=1.[Br:25][C:26]1[CH:27]=[C:28]([CH:32]=[CH:33][CH:34]=1)[C:29](Cl)=[O:30].N1C=CC=CC=1. (5) Given the product [CH3:32][C:24]1[S:25][C:26]2[CH:31]=[C:30]([CH:5]=[O:4])[CH:29]=[CH:28][C:27]=2[C:23]=1[C:19]1[CH2:20][CH2:21][CH2:22][C:18]=1[C:17]1[C:16]2[CH:33]=[CH:34][C:35]([CH:41]=[O:37])=[CH:36][C:15]=2[S:14][C:13]=1[CH3:12], predict the reactants needed to synthesize it. The reactants are: ClC([O:4][CH:5](Cl)Cl)Cl.[Cl-].[Al+3].[Cl-].[Cl-].[CH3:12][C:13]1[S:14][C:15]2[CH:36]=[CH:35][CH:34]=[CH:33][C:16]=2[C:17]=1[C:18]1[CH2:22][CH2:21][CH2:20][C:19]=1[C:23]1[C:27]2[CH:28]=[CH:29][CH:30]=[CH:31][C:26]=2[S:25][C:24]=1[CH3:32].[OH2:37].[N+]([C:41]1C=CC=CC=1)([O-])=O. (6) The reactants are: [C:1]([C:4]1[C:8]([CH3:9])=[C:7]([C:10]2[CH:15]=[CH:14][N:13]=[CH:12][CH:11]=2)[NH:6][C:5]=1[C:16]1[CH:21]=[CH:20][N:19]=[CH:18][CH:17]=1)(=O)[CH3:2].[ClH:22].[CH3:23][O:24][NH2:25]. Given the product [ClH:22].[CH3:9][C:8]1[C:4]([CH2:1][CH:2]=[N:25][O:24][CH3:23])=[C:5]([C:16]2[CH:21]=[CH:20][N:19]=[CH:18][CH:17]=2)[NH:6][C:7]=1[C:10]1[CH:11]=[CH:12][N:13]=[CH:14][CH:15]=1, predict the reactants needed to synthesize it. (7) Given the product [O:10]1[CH:11]=[N:12][C:8]([C:5]2[CH:4]=[CH:3][C:2]([CH:1]=[O:21])=[CH:7][CH:6]=2)=[N:9]1, predict the reactants needed to synthesize it. The reactants are: [CH3:1][C:2]1[CH:7]=[CH:6][C:5]([C:8]2[N:12]=[CH:11][O:10][N:9]=2)=[CH:4][CH:3]=1.CC1C=CC(C2[O:21]C=CN=2)=CC=1.